Dataset: Full USPTO retrosynthesis dataset with 1.9M reactions from patents (1976-2016). Task: Predict the reactants needed to synthesize the given product. (1) Given the product [CH3:1][NH:2][C:10]1[S:11][CH:12]=[C:13]([CH2:15][CH2:16][O:17][C:18]2[CH:19]=[CH:20][C:21]([NH:24][C:25]([C:27]3[C:28]([C:33]4[CH:34]=[CH:35][C:36]([C:39]([F:41])([F:42])[F:40])=[CH:37][CH:38]=4)=[CH:29][CH:30]=[CH:31][CH:32]=3)=[O:26])=[CH:22][CH:23]=2)[N:14]=1, predict the reactants needed to synthesize it. The reactants are: [CH3:1][N:2]([C:10]1[S:11][CH:12]=[C:13]([CH2:15][CH2:16][O:17][C:18]2[CH:23]=[CH:22][C:21]([NH:24][C:25]([C:27]3[CH:32]=[CH:31][CH:30]=[CH:29][C:28]=3[C:33]3[CH:38]=[CH:37][C:36]([C:39]([F:42])([F:41])[F:40])=[CH:35][CH:34]=3)=[O:26])=[CH:20][CH:19]=2)[N:14]=1)C(=O)OC(C)(C)C.FC(F)(F)C(O)=O.C(=O)([O-])[O-].[K+].[K+]. (2) Given the product [C:1]([C:5]1[CH:10]=[CH:9][C:8]([N:11]2[C:15](=[O:16])[C:14]([CH3:18])([CH3:17])[N:13]([CH2:19][C:20]3[CH:25]=[CH:24][N:23]=[C:22]([NH:28][C:29]4[CH:34]=[CH:33][N:32]=[N:31][CH:30]=4)[CH:21]=3)[C:12]2=[O:27])=[CH:7][CH:6]=1)([CH3:4])([CH3:3])[CH3:2], predict the reactants needed to synthesize it. The reactants are: [C:1]([C:5]1[CH:10]=[CH:9][C:8]([N:11]2[C:15](=[O:16])[C:14]([CH3:18])([CH3:17])[N:13]([CH2:19][C:20]3[CH:25]=[CH:24][N:23]=[C:22](Cl)[CH:21]=3)[C:12]2=[O:27])=[CH:7][CH:6]=1)([CH3:4])([CH3:3])[CH3:2].[NH2:28][C:29]1[CH:34]=[CH:33][N:32]=[N:31][CH:30]=1.C(=O)([O-])[O-].[Cs+].[Cs+].CC1(C)C2C=CC(P(C3C=CC=CC=3)C3C=CC=CC=3)=CC=2OC2C1=CC=C(P(C1C=CC=CC=1)C1C=CC=CC=1)C=2. (3) Given the product [CH:46]1([CH2:50][O:49][C:7]2[N:8]=[CH:9][C:10]([C:13]([NH:15][C:16]3[CH:17]=[CH:18][C:19]4[O:42][CH2:41][CH2:40][C@H:23]5[S:24](=[O:39])(=[O:38])[C:25]([CH3:37])([CH3:36])[C:26]([NH:28][C:29](=[O:35])[O:30][C:31]([CH3:34])([CH3:33])[CH3:32])=[N:27][C@:22]5([CH3:43])[C:20]=4[CH:21]=3)=[O:14])=[N:11][CH:12]=2)[CH2:47][CH2:48]1, predict the reactants needed to synthesize it. The reactants are: C1CC1.[H-].[Na+].Cl[C:7]1[N:8]=[CH:9][C:10]([C:13]([NH:15][C:16]2[CH:17]=[CH:18][C:19]3[O:42][CH2:41][CH2:40][C@H:23]4[S:24](=[O:39])(=[O:38])[C:25]([CH3:37])([CH3:36])[C:26]([NH:28][C:29](=[O:35])[O:30][C:31]([CH3:34])([CH3:33])[CH3:32])=[N:27][C@:22]4([CH3:43])[C:20]=3[CH:21]=2)=[O:14])=[N:11][CH:12]=1.[Cl-].[NH4+].[CH2:46]1[CH2:50][O:49][CH2:48][CH2:47]1. (4) Given the product [C:1]([NH:5][CH2:6][P:7](=[O:8])([O-:10])[O-:9])([CH3:4])([CH3:3])[CH3:2].[Na+:12].[Na+:12], predict the reactants needed to synthesize it. The reactants are: [C:1]([NH:5][CH2:6][P:7](=[O:10])([OH:9])[OH:8])([CH3:4])([CH3:3])[CH3:2].[OH-].[Na+:12]. (5) Given the product [CH3:9][N:10]1[CH:15]2[CH2:16][CH2:17][CH:11]1[C:12]([C:1]1[CH:6]=[CH:5][CH:4]=[CH:3][CH:2]=1)([OH:18])[CH2:13][CH2:14]2, predict the reactants needed to synthesize it. The reactants are: [C:1]1([Mg]Br)[CH:6]=[CH:5][CH:4]=[CH:3][CH:2]=1.[CH3:9][N:10]1[CH:15]2[CH2:16][CH2:17][CH:11]1[C:12](=[O:18])[CH2:13][CH2:14]2.